Dataset: Reaction yield outcomes from USPTO patents with 853,638 reactions. Task: Predict the reaction yield, written as a fraction of the theoretical maximum amount of product (1.0 means a 100% yield; for example, 0.34 means a 34% yield). (1) The reactants are [NH2:1][C:2]1[C:3]([Br:8])=[N:4][CH:5]=[CH:6][CH:7]=1.Cl[C:10]([O:12][CH2:13][CH3:14])=[O:11]. The catalyst is N1C=CC=CC=1.[Cl-].[Na+].O. The product is [CH2:13]([O:12][C:10](=[O:11])[NH:1][C:2]1[C:3]([Br:8])=[N:4][CH:5]=[CH:6][CH:7]=1)[CH3:14]. The yield is 0.280. (2) The reactants are [CH3:1][CH:2]([S:4]([C:7]1[CH:8]=[C:9]2[C:14](=[CH:15][C:16]=1[O:17][CH3:18])[N:13]=[C:12]([C:19]1[CH:24]=[CH:23][CH:22]=[C:21]([C:25]([F:28])([F:27])[F:26])[CH:20]=1)[C:11]([CH2:29][N:30]1[CH2:35][CH2:34][CH:33]([N:36]3[CH2:41][CH2:40][O:39][CH2:38][CH2:37]3)[CH2:32][CH2:31]1)=[C:10]2[C:42](O)=[O:43])(=[O:6])=[O:5])[CH3:3].[F:45][C:46]([F:56])([F:55])[C@@H:47]([C:49]1[CH:54]=[CH:53][CH:52]=[CH:51][CH:50]=1)[NH2:48].C(N(CC)C(C)C)(C)C.C(P1(=O)OP(=O)(CCC)OP(=O)(CCC)O1)CC. The catalyst is C(OCC)(=O)C.ClCCl.C([O-])(O)=O.[Na+]. The product is [CH3:3][CH:2]([S:4]([C:7]1[CH:8]=[C:9]2[C:14](=[CH:15][C:16]=1[O:17][CH3:18])[N:13]=[C:12]([C:19]1[CH:24]=[CH:23][CH:22]=[C:21]([C:25]([F:27])([F:28])[F:26])[CH:20]=1)[C:11]([CH2:29][N:30]1[CH2:31][CH2:32][CH:33]([N:36]3[CH2:37][CH2:38][O:39][CH2:40][CH2:41]3)[CH2:34][CH2:35]1)=[C:10]2[C:42]([NH:48][C@H:47]([C:49]1[CH:54]=[CH:53][CH:52]=[CH:51][CH:50]=1)[C:46]([F:55])([F:56])[F:45])=[O:43])(=[O:5])=[O:6])[CH3:1]. The yield is 0.750. (3) The reactants are [NH2:1][C:2]1[N:7]=[CH:6][N:5]=[C:4]2[N:8]([CH:32]3[CH2:37][CH2:36][NH:35][CH2:34][CH2:33]3)[N:9]=[C:10]([C:11]3[CH:16]=[CH:15][C:14]([NH:17][C:18]([C:20]4[N:21]([CH3:29])[C:22]5[C:27]([CH:28]=4)=[CH:26][CH:25]=[CH:24][CH:23]=5)=[O:19])=[C:13]([O:30][CH3:31])[CH:12]=3)[C:3]=12.[CH:38](=O)[CH3:39].C(O[BH-](OC(=O)C)OC(=O)C)(=O)C.[Na+]. The catalyst is ClCCCl. The product is [NH2:1][C:2]1[N:7]=[CH:6][N:5]=[C:4]2[N:8]([CH:32]3[CH2:37][CH2:36][N:35]([CH2:38][CH3:39])[CH2:34][CH2:33]3)[N:9]=[C:10]([C:11]3[CH:16]=[CH:15][C:14]([NH:17][C:18]([C:20]4[N:21]([CH3:29])[C:22]5[C:27]([CH:28]=4)=[CH:26][CH:25]=[CH:24][CH:23]=5)=[O:19])=[C:13]([O:30][CH3:31])[CH:12]=3)[C:3]=12. The yield is 0.930. (4) The reactants are [Cl:1][C:2]1[N:10]=[CH:9][CH:8]=[CH:7][C:3]=1[C:4]([OH:6])=O.[CH2:11]([NH:18][CH2:19][CH2:20][O:21][Si:22]([C:25]([CH3:28])([CH3:27])[CH3:26])([CH3:24])[CH3:23])[C:12]1[CH:17]=[CH:16][CH:15]=[CH:14][CH:13]=1.C1C=CC2N(O)N=NC=2C=1.O.CCN=C=NCCCN(C)C.Cl. The catalyst is CN(C=O)C.O. The product is [CH2:11]([N:18]([CH2:19][CH2:20][O:21][Si:22]([C:25]([CH3:28])([CH3:27])[CH3:26])([CH3:23])[CH3:24])[C:4](=[O:6])[C:3]1[CH:7]=[CH:8][CH:9]=[N:10][C:2]=1[Cl:1])[C:12]1[CH:17]=[CH:16][CH:15]=[CH:14][CH:13]=1. The yield is 0.580. (5) The reactants are [Cl:1][C:2]1[C:7]([C:8](O)=O)=[C:6]([F:11])[CH:5]=[CH:4][N:3]=1.C(Cl)(=O)C(Cl)=O.[Si](C=[N+]=[N-])(C)(C)C.CCN(CC)CC.[CH3:32][CH2:33][O:34][C:35](C)=[O:36]. The catalyst is C(Cl)Cl.CCO.C([O-])(=O)C1C=CC=CC=1.[Ag+].C1COCC1.CC#N.CN(C=O)C. The product is [Cl:1][C:2]1[C:7]([CH2:8][C:35]([O:34][CH2:33][CH3:32])=[O:36])=[C:6]([F:11])[CH:5]=[CH:4][N:3]=1. The yield is 0.342.